Task: Predict the reactants needed to synthesize the given product.. Dataset: Full USPTO retrosynthesis dataset with 1.9M reactions from patents (1976-2016) (1) Given the product [N:13]1([CH2:12][CH2:11][N:8]2[C:4]3=[N:5][CH:6]=[N:7][C:2]([N:19]4[CH2:23][CH2:22][CH2:21][C:20]4=[O:24])=[C:3]3[CH:10]=[N:9]2)[CH2:18][CH2:17][CH2:16][CH2:15][CH2:14]1, predict the reactants needed to synthesize it. The reactants are: Cl[C:2]1[N:7]=[CH:6][N:5]=[C:4]2[N:8]([CH2:11][CH2:12][N:13]3[CH2:18][CH2:17][CH2:16][CH2:15][CH2:14]3)[N:9]=[CH:10][C:3]=12.[NH:19]1[CH2:23][CH2:22][CH2:21][C:20]1=[O:24].CC1(C)C2C(=C(P(C3C=CC=CC=3)C3C=CC=CC=3)C=CC=2)OC2C(P(C3C=CC=CC=3)C3C=CC=CC=3)=CC=CC1=2.C(=O)([O-])[O-].[Cs+].[Cs+]. (2) Given the product [Br:1][C:2]1[CH:10]=[C:9]2[C:5](=[CH:4][CH:3]=1)[CH2:6][C:7]1([CH2:16][CH2:15][CH:14]([O:17][CH3:18])[CH2:13][CH2:12]1)[C:8]2=[N:25][S:23]([C:20]([CH3:22])([CH3:21])[CH3:19])=[O:24], predict the reactants needed to synthesize it. The reactants are: [Br:1][C:2]1[CH:10]=[C:9]2[C:5]([CH2:6][C:7]3([CH2:16][CH2:15][CH:14]([O:17][CH3:18])[CH2:13][CH2:12]3)[C:8]2=O)=[CH:4][CH:3]=1.[CH3:19][C:20]([S:23]([NH2:25])=[O:24])([CH3:22])[CH3:21]. (3) Given the product [C:1]([O:5][C:6](=[O:23])[NH:7][CH:8]([C:15]1[CH:20]=[CH:19][C:18]([Cl:21])=[C:17]([Cl:22])[CH:16]=1)[C:9](=[O:14])[C:25]1[CH:26]=[CH:27][C:28]([O:31][C:32]([F:36])([F:37])[CH:33]([F:35])[F:34])=[CH:29][CH:30]=1)([CH3:2])([CH3:3])[CH3:4], predict the reactants needed to synthesize it. The reactants are: [C:1]([O:5][C:6](=[O:23])[NH:7][CH:8]([C:15]1[CH:20]=[CH:19][C:18]([Cl:21])=[C:17]([Cl:22])[CH:16]=1)[C:9](=[O:14])N(OC)C)([CH3:4])([CH3:3])[CH3:2].I[C:25]1[CH:30]=[CH:29][C:28]([O:31][C:32]([F:37])([F:36])[CH:33]([F:35])[F:34])=[CH:27][CH:26]=1.